The task is: Predict the reactants needed to synthesize the given product.. This data is from Full USPTO retrosynthesis dataset with 1.9M reactions from patents (1976-2016). (1) Given the product [CH3:24][C:25]1[CH:26]=[CH:27][C:28]([C:31]2[CH:36]=[CH:35][C:34]([CH2:37][NH:38][C:21]([C:17]3[N:18]([CH3:20])[CH:19]=[C:15]([NH:14][C:12]([C:7]4[CH:8]=[CH:9][CH:10]=[CH:11][C:6]=4[N:1]4[CH2:5][CH2:4][CH2:3][CH2:2]4)=[O:13])[CH:16]=3)=[O:23])=[CH:33][CH:32]=2)=[CH:29][CH:30]=1, predict the reactants needed to synthesize it. The reactants are: [N:1]1([C:6]2[CH:11]=[CH:10][CH:9]=[CH:8][C:7]=2[C:12]([NH:14][C:15]2[CH:16]=[C:17]([C:21]([OH:23])=O)[N:18]([CH3:20])[CH:19]=2)=[O:13])[CH2:5][CH2:4][CH2:3][CH2:2]1.[CH3:24][C:25]1[CH:30]=[CH:29][C:28]([C:31]2[CH:36]=[CH:35][C:34]([CH2:37][NH2:38])=[CH:33][CH:32]=2)=[CH:27][CH:26]=1.CN(C(ON1N=NC2C=CC=CC1=2)=[N+](C)C)C.[B-](F)(F)(F)F.C(N(C(C)C)C(C)C)C. (2) Given the product [O:1]1[C:5]2([CH2:10][CH2:9][CH:8]([N:19]3[CH2:18][CH2:17][CH2:16][C:15]3=[O:14])[CH2:7][CH2:6]2)[O:4][CH2:3][CH2:2]1, predict the reactants needed to synthesize it. The reactants are: [O:1]1[C:5]2([CH2:10][CH2:9][C:8](=O)[CH2:7][CH2:6]2)[O:4][CH2:3][CH2:2]1.Cl.C[O:14][C:15](=O)[CH2:16][CH2:17][CH2:18][NH2:19].C(N(CC)CC)C.C(O[BH-](OC(=O)C)OC(=O)C)(=O)C.[Na+]. (3) Given the product [CH3:19][O:18][C:9]1[CH:10]=[CH:11][C:12]([C:14]([F:17])([F:16])[F:15])=[CH:13][C:8]=1[NH:7][C:5](=[O:6])[C:4]1[CH:20]=[CH:21][C:22]([CH3:23])=[C:2]([C:48]2[CH:49]=[C:50]3[C:55](=[CH:56][CH:57]=2)[C:54]([N:58]2[CH2:59][CH2:60][O:61][CH2:62][CH2:63]2)=[N:53][N:52]=[CH:51]3)[CH:3]=1, predict the reactants needed to synthesize it. The reactants are: I[C:2]1[CH:3]=[C:4]([CH:20]=[CH:21][C:22]=1[CH3:23])[C:5]([NH:7][C:8]1[CH:13]=[C:12]([C:14]([F:17])([F:16])[F:15])[CH:11]=[CH:10][C:9]=1[O:18][CH3:19])=[O:6].B1(B2OC(C)(C)C(C)(C)O2)OC(C)(C)C(C)(C)O1.C([O-])(=O)C.[K+].Br[C:48]1[CH:49]=[C:50]2[C:55](=[CH:56][CH:57]=1)[C:54]([N:58]1[CH2:63][CH2:62][O:61][CH2:60][CH2:59]1)=[N:53][N:52]=[CH:51]2.C(=O)([O-])[O-].[K+].[K+].O. (4) Given the product [NH2:21][C@H:11]([CH2:12][C:13]1[CH:14]=[CH:15][C:16]([O:19][CH3:20])=[CH:17][CH:18]=1)[C:10]([N:8]1[CH2:7][C:6]([O:5][CH2:1][C:2]#[C:3][CH3:4])([C:30]2[CH:35]=[CH:34][CH:33]=[CH:32][C:31]=2[CH3:36])[CH2:9]1)=[O:29], predict the reactants needed to synthesize it. The reactants are: [CH2:1]([O:5][C:6]1([C:30]2[CH:35]=[CH:34][CH:33]=[CH:32][C:31]=2[CH3:36])[CH2:9][N:8]([C:10](=[O:29])[C@H:11]([NH:21]C(=O)OC(C)(C)C)[CH2:12][C:13]2[CH:18]=[CH:17][C:16]([O:19][CH3:20])=[CH:15][CH:14]=2)[CH2:7]1)[C:2]#[C:3][CH3:4].Cl. (5) Given the product [CH2:18]([O:17][P:15]([C:12]([C:11]1[CH:10]=[C:9]2[C:4]([CH:5]=[CH:6][C:7]([C:23]([NH:37][C:38]3[CH:43]=[CH:42][CH:41]=[CH:40][CH:39]=3)=[O:25])=[N:8]2)=[CH:3][C:2]=1[Br:1])([F:13])[F:14])(=[O:16])[O:20][CH2:21][CH3:22])[CH3:19], predict the reactants needed to synthesize it. The reactants are: [Br:1][C:2]1[CH:3]=[C:4]2[C:9](=[CH:10][C:11]=1[C:12]([P:15]([O:20][CH2:21][CH3:22])([O:17][CH2:18][CH3:19])=[O:16])([F:14])[F:13])[N:8]=[C:7]([C:23]([OH:25])=O)[CH:6]=[CH:5]2.CCN=C=NCCCN(C)C.[NH2:37][C:38]1[CH:43]=[CH:42][CH:41]=[CH:40][CH:39]=1.CCN(C(C)C)C(C)C. (6) Given the product [Cl:1][C:2]1[CH:16]=[CH:15][C:5]([CH2:6][NH:7][C:8](=[O:14])[C:9]([OH:11])=[O:10])=[CH:4][C:3]=1[C:17]([F:18])([F:19])[F:20], predict the reactants needed to synthesize it. The reactants are: [Cl:1][C:2]1[CH:16]=[CH:15][C:5]([CH2:6][NH:7][C:8](=[O:14])[C:9]([O:11]CC)=[O:10])=[CH:4][C:3]=1[C:17]([F:20])([F:19])[F:18].[OH-].[Na+].Cl. (7) Given the product [I:1][C:2]1[CH:8]=[CH:7][C:5]2[NH:6][CH:12]=[N:9][C:4]=2[CH:3]=1, predict the reactants needed to synthesize it. The reactants are: [I:1][C:2]1[CH:8]=[CH:7][C:5]([NH2:6])=[C:4]([N+:9]([O-])=O)[CH:3]=1.[CH:12](O)=O. (8) Given the product [Cl:34][C:31]1[N:32]=[CH:33][C:28]([C:4]2[C:5]([O:16][CH3:17])=[C:6]([CH2:8][CH2:9][CH2:10][C:11]([O:13][CH2:14][CH3:15])=[O:12])[CH:7]=[C:2]([F:1])[CH:3]=2)=[CH:29][N:30]=1, predict the reactants needed to synthesize it. The reactants are: [F:1][C:2]1[CH:3]=[C:4](B2OC(C)(C)C(C)(C)O2)[C:5]([O:16][CH3:17])=[C:6]([CH2:8][CH2:9][CH2:10][C:11]([O:13][CH2:14][CH3:15])=[O:12])[CH:7]=1.Br[C:28]1[CH:29]=[N:30][C:31]([Cl:34])=[N:32][CH:33]=1.P([O-])([O-])([O-])=O.[K+].[K+].[K+]. (9) Given the product [Cl:1][C:2]1[CH:3]=[CH:4][C:5]([CH2:6][CH:7]2[C:11](=[O:12])[C:10]([CH3:14])([CH3:13])[CH2:9][CH2:8]2)=[CH:17][CH:18]=1, predict the reactants needed to synthesize it. The reactants are: [Cl:1][C:2]1[CH:18]=[CH:17][C:5]([CH2:6][C:7]2(C#N)[C:11](=[O:12])[C:10]([CH3:14])([CH3:13])[CH2:9][CH2:8]2)=[CH:4][CH:3]=1.S(=O)(=O)(O)O. (10) Given the product [OH:14][CH:11]1[CH2:12][CH2:13][NH:8][CH2:9][CH:10]1[CH:15]([CH3:17])[CH3:16], predict the reactants needed to synthesize it. The reactants are: C([N:8]1[CH2:13][CH2:12][CH:11]([OH:14])[CH:10]([CH:15]([CH3:17])[CH3:16])[CH2:9]1)C1C=CC=CC=1.